From a dataset of Forward reaction prediction with 1.9M reactions from USPTO patents (1976-2016). Predict the product of the given reaction. (1) Given the reactants [N+:1]([C:4]1[CH:9]=[CH:8][C:7]([C:10]2[CH:15]=[CH:14][CH:13]=[CH:12][C:11]=2[CH2:16][CH2:17][NH:18][S:19]([C:22]2[CH:27]=[CH:26][CH:25]=[CH:24][CH:23]=2)(=[O:21])=[O:20])=[CH:6][C:5]=1[CH2:28][NH:29][CH2:30][CH2:31][CH3:32])([O-])=O.S1C=CC=C1.O=[Si]=O, predict the reaction product. The product is: [NH2:1][C:4]1[CH:9]=[CH:8][C:7]([C:10]2[CH:15]=[CH:14][CH:13]=[CH:12][C:11]=2[CH2:16][CH2:17][NH:18][S:19]([C:22]2[CH:23]=[CH:24][CH:25]=[CH:26][CH:27]=2)(=[O:21])=[O:20])=[CH:6][C:5]=1[CH2:28][NH:29][CH2:30][CH2:31][CH3:32]. (2) Given the reactants C(=O)([O-])[O-].[Cs+].[Cs+].Br[CH2:8][CH2:9][CH2:10][Cl:11].CN(C=O)C.[OH:17][C:18]1[N:22]([CH3:23])[N:21]=[C:20]([C:24]([O:26][CH3:27])=[O:25])[CH:19]=1, predict the reaction product. The product is: [Cl:11][CH2:10][CH2:9][CH2:8][O:17][C:18]1[N:22]([CH3:23])[N:21]=[C:20]([C:24]([O:26][CH3:27])=[O:25])[CH:19]=1. (3) Given the reactants C([O:4][CH:5]1[C:9]2=[N:10][CH:11]=[C:12]([NH:28][C:29]([C:31]3[CH:36]=[CH:35][C:34]([F:37])=[C:33]([C:38]4[C:43]([F:44])=[CH:42][CH:41]=[CH:40][C:39]=4[F:45])[N:32]=3)=[O:30])[C:13]([N:14]3[CH2:19][CH2:18][CH2:17][C@H:16]([NH:20]C(OC(C)(C)C)=O)[CH2:15]3)=[C:8]2[CH2:7][CH2:6]1)(=O)C.CO.[OH-].[Na+].C(O)(C(F)(F)F)=O, predict the reaction product. The product is: [NH2:20][C@H:16]1[CH2:17][CH2:18][CH2:19][N:14]([C:13]2[C:12]([NH:28][C:29]([C:31]3[CH:36]=[CH:35][C:34]([F:37])=[C:33]([C:38]4[C:39]([F:45])=[CH:40][CH:41]=[CH:42][C:43]=4[F:44])[N:32]=3)=[O:30])=[CH:11][N:10]=[C:9]3[CH:5]([OH:4])[CH2:6][CH2:7][C:8]=23)[CH2:15]1. (4) Given the reactants NC1C=CC(NC([C:11]2[C:12]([C:21]3[CH:26]=[CH:25][CH:24]=[CH:23][CH:22]=3)=[CH:13][CH:14]=[C:15]([C:17]([F:20])([F:19])[F:18])[CH:16]=2)=O)=CC=1.[C:27]([O:31][C:32]([N:34]([CH3:44])[C:35]1[S:36][CH:37]=[C:38]([CH2:40][C:41]([OH:43])=O)[N:39]=1)=[O:33])([CH3:30])([CH3:29])[CH3:28].[CH:45]1[CH:46]=[CH:47][C:48]2N(O)N=[N:51][C:49]=2[CH:50]=1.CCN=C=NCCCN(C)C.Cl.C[N:68](C)[CH:69]=[O:70], predict the reaction product. The product is: [CH3:44][N:34]([C:35]1[S:36][CH:37]=[C:38]([CH2:40][C:41](=[O:43])[NH:51][C:49]2[CH:48]=[CH:47][C:46]([NH:68][C:69]([C:22]3[CH:23]=[CH:24][CH:25]=[CH:26][C:21]=3[C:12]3[CH:11]=[CH:16][C:15]([C:17]([F:18])([F:20])[F:19])=[CH:14][CH:13]=3)=[O:70])=[CH:45][CH:50]=2)[N:39]=1)[C:32](=[O:33])[O:31][C:27]([CH3:28])([CH3:29])[CH3:30].